This data is from Forward reaction prediction with 1.9M reactions from USPTO patents (1976-2016). The task is: Predict the product of the given reaction. (1) The product is: [CH2:1]([O:3][C:4]([N:6]1[C:15]2[C:10](=[CH:11][C:12]([O:18][CH3:19])=[C:13]([O:16][CH3:17])[CH:14]=2)[C:9](=[N+:20]=[N-:21])[CH2:8][CH:7]1[CH3:22])=[O:5])[CH3:2]. Given the reactants [CH2:1]([O:3][C:4]([N:6]1[C:15]2[C:10](=[CH:11][C:12]([O:18][CH3:19])=[C:13]([O:16][CH3:17])[CH:14]=2)[C:9](=[N:20][NH2:21])[CH2:8][CH:7]1[CH3:22])=[O:5])[CH3:2], predict the reaction product. (2) Given the reactants [I:1][C:2]1[N:3]=[C:4]([C@@H:8]2[CH2:12][CH2:11][CH2:10][N:9]2[C:13]([O:15][C:16]([CH3:19])([CH3:18])[CH3:17])=[O:14])[NH:5][C:6]=1I.[O-]S([O-])=O.[Na+].[Na+], predict the reaction product. The product is: [C:16]([O:15][C:13]([N:9]1[CH2:10][CH2:11][CH2:12][C@H:8]1[C:4]1[NH:5][CH:6]=[C:2]([I:1])[N:3]=1)=[O:14])([CH3:19])([CH3:17])[CH3:18]. (3) Given the reactants [C:1](=[O:4])([O-])[O-:2].[K+].[K+].[CH2:7](Br)[C:8]1[CH:13]=[CH:12][CH:11]=[CH:10][CH:9]=1.[OH2:15].C[N:17]([CH3:20])[CH:18]=[O:19], predict the reaction product. The product is: [C:8]([O:19][C:18]([NH:17][CH2:20][C:11]([CH3:12])([CH3:10])[C:1]([O:2][CH2:7][C:8]1[CH:13]=[CH:12][CH:11]=[CH:10][CH:9]=1)=[O:4])=[O:15])([CH3:13])([CH3:9])[CH3:7]. (4) Given the reactants Cl[C:2]1[C:11]2[C:6](=[CH:7][CH:8]=[C:9]([C:12](=[O:20])[C:13]3[CH:18]=[CH:17][C:16]([Cl:19])=[CH:15][CH:14]=3)[CH:10]=2)[NH:5][C:4](=[O:21])[CH:3]=1.[NH:22]1[CH:26]=[CH:25][N:24]=[CH:23]1, predict the reaction product. The product is: [Cl:19][C:16]1[CH:17]=[CH:18][C:13]([C:12]([C:9]2[CH:10]=[C:11]3[C:6](=[CH:7][CH:8]=2)[NH:5][C:4](=[O:21])[CH:3]=[C:2]3[N:22]2[CH:26]=[CH:25][N:24]=[CH:23]2)=[O:20])=[CH:14][CH:15]=1. (5) Given the reactants [C:1]1([NH:7][C:8]([C@@H:10]2[CH2:15][CH2:14][CH2:13][NH:12][CH2:11]2)=[O:9])[CH:6]=[CH:5][CH:4]=[CH:3][CH:2]=1.CCN(C(C)C)C(C)C.[Cl:25][C:26]1[CH:31]=[C:30](Cl)[N:29]=[C:28]([NH2:33])[N:27]=1, predict the reaction product. The product is: [NH2:33][C:28]1[N:29]=[C:30]([N:12]2[CH2:13][CH2:14][CH2:15][C@@H:10]([C:8]([NH:7][C:1]3[CH:2]=[CH:3][CH:4]=[CH:5][CH:6]=3)=[O:9])[CH2:11]2)[CH:31]=[C:26]([Cl:25])[N:27]=1. (6) The product is: [C:1]([C:5]1[CH:6]=[C:7]([CH2:25][CH:26]([O:32][CH2:33][CH3:34])[C:27]([OH:29])=[O:28])[CH:8]=[CH:9][C:10]=1[O:11][CH2:12][CH2:13][C:14]1[CH:19]=[CH:18][C:17]([O:20][S:21]([CH3:24])(=[O:22])=[O:23])=[CH:16][CH:15]=1)([CH3:4])([CH3:2])[CH3:3]. Given the reactants [C:1]([C:5]1[CH:6]=[C:7]([CH2:25][CH:26]([O:32][CH2:33][CH3:34])[C:27]([O:29]CC)=[O:28])[CH:8]=[CH:9][C:10]=1[O:11][CH2:12][CH2:13][C:14]1[CH:19]=[CH:18][C:17]([O:20][S:21]([CH3:24])(=[O:23])=[O:22])=[CH:16][CH:15]=1)([CH3:4])([CH3:3])[CH3:2].[OH-].[Li+], predict the reaction product. (7) Given the reactants [CH3:1][O:2][C:3]1[CH:4]=[C:5]2[C:10](=[CH:11][C:12]=1[O:13][CH3:14])[N:9]=[CH:8][CH:7]=[C:6]2[O:15][C:16]1[C:22]([CH3:23])=[CH:21][C:19]([NH2:20])=[C:18]([CH3:24])[CH:17]=1.[C:25]1([CH3:31])[CH:30]=[CH:29][CH:28]=[CH:27][CH:26]=1.C(N(CC)CC)C.ClC(Cl)([O:42][C:43](=[O:49])OC(Cl)(Cl)Cl)Cl.COC1C=[CH:63][C:56]([CH:57](O)C(C)(C)C)=[CH:55]C=1, predict the reaction product. The product is: [CH3:1][O:2][C:3]1[CH:4]=[C:5]2[C:10](=[CH:11][C:12]=1[O:13][CH3:14])[N:9]=[CH:8][CH:7]=[C:6]2[O:15][C:16]1[C:22]([CH3:23])=[CH:21][C:19]([NH:20][C:43](=[O:49])[O:42][CH2:31][C:25]2[CH:30]=[CH:29][C:28]([C:56]([CH3:63])([CH3:57])[CH3:55])=[CH:27][CH:26]=2)=[C:18]([CH3:24])[CH:17]=1. (8) Given the reactants [CH3:1][C:2]1[NH:3][C:4]2[C:9]([CH:10]=1)=[CH:8][C:7]([CH3:11])=[CH:6][CH:5]=2.[CH3:12][C:13]1[CH:14]=[CH:15][CH:16]=[C:17]2[C:22]=1[N:21]=[CH:20][CH:19]=[C:18]2Cl, predict the reaction product. The product is: [CH3:12][C:13]1[CH:14]=[CH:15][CH:16]=[C:17]2[C:22]=1[N:21]=[C:20]([C:10]1[C:9]3[C:4](=[CH:5][CH:6]=[C:7]([CH3:11])[CH:8]=3)[NH:3][C:2]=1[CH3:1])[CH:19]=[CH:18]2.